Dataset: NCI-60 drug combinations with 297,098 pairs across 59 cell lines. Task: Regression. Given two drug SMILES strings and cell line genomic features, predict the synergy score measuring deviation from expected non-interaction effect. (1) Drug 1: CN(CCCl)CCCl.Cl. Drug 2: CC1CCCC2(C(O2)CC(NC(=O)CC(C(C(=O)C(C1O)C)(C)C)O)C(=CC3=CSC(=N3)C)C)C. Cell line: 786-0. Synergy scores: CSS=46.8, Synergy_ZIP=-10.8, Synergy_Bliss=-8.79, Synergy_Loewe=-8.41, Synergy_HSA=-5.03. (2) Drug 1: CC1OCC2C(O1)C(C(C(O2)OC3C4COC(=O)C4C(C5=CC6=C(C=C35)OCO6)C7=CC(=C(C(=C7)OC)O)OC)O)O. Drug 2: CC1CCC2CC(C(=CC=CC=CC(CC(C(=O)C(C(C(=CC(C(=O)CC(OC(=O)C3CCCCN3C(=O)C(=O)C1(O2)O)C(C)CC4CCC(C(C4)OC)O)C)C)O)OC)C)C)C)OC. Cell line: NCI-H460. Synergy scores: CSS=48.1, Synergy_ZIP=-1.00, Synergy_Bliss=-0.240, Synergy_Loewe=3.48, Synergy_HSA=4.42. (3) Drug 1: COC1=CC(=CC(=C1O)OC)C2C3C(COC3=O)C(C4=CC5=C(C=C24)OCO5)OC6C(C(C7C(O6)COC(O7)C8=CC=CS8)O)O. Drug 2: C1=NC2=C(N=C(N=C2N1C3C(C(C(O3)CO)O)O)F)N. Cell line: ACHN. Synergy scores: CSS=57.8, Synergy_ZIP=-1.40, Synergy_Bliss=0.797, Synergy_Loewe=-17.1, Synergy_HSA=2.32.